Predict the reactants needed to synthesize the given product. From a dataset of Full USPTO retrosynthesis dataset with 1.9M reactions from patents (1976-2016). (1) Given the product [CH3:1][O:2][C:3]1[CH:12]=[C:11]2[C:6]([CH2:7][CH2:8][C@H:9]([NH2:30])[CH2:10]2)=[CH:5][CH:4]=1, predict the reactants needed to synthesize it. The reactants are: [CH3:1][O:2][C:3]1[CH:12]=[C:11]2[C:6]([CH2:7][CH2:8][C:9](=O)[CH2:10]2)=[CH:5][CH:4]=1.O=C[C@@H]([C@H]([C@@H]([C@@H](CO)O)O)O)O.C1C=[N+:30]([C@@H]2O[C@H](COP(OP(OC[C@H]3O[C@@H](N4C5N=CN=C(N)C=5N=C4)[C@H](O)[C@@H]3O)(O)=O)(O)=O)[C@@H](O)[C@H]2O)C=C(C(N)=O)C=1.P([O-])([O-])([O-])=O.N[C@H](C(O)=O)C.CC1N=CC(COP(O)(O)=O)=C(C=O)C=1O.[OH-].[Na+].COC1C=C2C(CCC(N)C2)=CC=1. (2) Given the product [N:21]1[CH:26]=[CH:25][CH:24]=[CH:23][C:22]=1[CH2:27][CH2:28][NH:29][C:3]([C:5]1[N:6]([CH3:20])[C:7]([C:10]2[S:18][C:17]3[C:12](=[N:13][CH:14]=[CH:15][C:16]=3[Cl:19])[CH:11]=2)=[CH:8][N:9]=1)=[O:4], predict the reactants needed to synthesize it. The reactants are: CO[C:3]([C:5]1[N:6]([CH3:20])[C:7]([C:10]2[S:18][C:17]3[C:12](=[N:13][CH:14]=[CH:15][C:16]=3[Cl:19])[CH:11]=2)=[CH:8][N:9]=1)=[O:4].[N:21]1[CH:26]=[CH:25][CH:24]=[CH:23][C:22]=1[CH2:27][CH2:28][NH2:29]. (3) Given the product [CH3:42][CH:41]([CH3:43])[CH2:40][CH2:39][N:33]([CH2:34][CH2:35][CH:36]([CH3:38])[CH3:37])[C:31]([C:29]1[CH:28]=[CH:27][C:26]2[N:44]=[C:12]([NH:11][C:8]3[CH:9]=[CH:10][C:5]([C:3]([O:2][CH3:1])=[O:4])=[CH:6][CH:7]=3)[N:24]([CH2:23][CH2:22][CH2:21][NH:20][C:19]([O:18][C:14]([CH3:17])([CH3:15])[CH3:16])=[O:45])[C:25]=2[CH:30]=1)=[O:32], predict the reactants needed to synthesize it. The reactants are: [CH3:1][O:2][C:3]([C:5]1[CH:10]=[CH:9][C:8]([N:11]=[C:12]=S)=[CH:7][CH:6]=1)=[O:4].[C:14]([O:18][C:19](=[O:45])[NH:20][CH2:21][CH2:22][CH2:23][NH:24][C:25]1[CH:30]=[C:29]([C:31]([N:33]([CH2:39][CH2:40][CH:41]([CH3:43])[CH3:42])[CH2:34][CH2:35][CH:36]([CH3:38])[CH3:37])=[O:32])[CH:28]=[CH:27][C:26]=1[NH2:44])([CH3:17])([CH3:16])[CH3:15]. (4) Given the product [CH2:8]([N:12]1[CH:6]([C:2]2[S:1][CH:5]=[CH:4][CH:3]=2)[CH:14]([C:13]([NH:30][C:29]2[CH:31]=[CH:32][CH:33]=[C:27]([O:26][CH3:25])[CH:28]=2)=[O:24])[C:15]2[C:16](=[CH:20][CH:21]=[CH:22][CH:23]=2)[C:17]1=[O:19])[CH2:9][CH2:10][CH3:11], predict the reactants needed to synthesize it. The reactants are: [S:1]1[CH:5]=[CH:4][CH:3]=[C:2]1[CH:6]=O.[CH2:8]([NH2:12])[CH2:9][CH2:10][CH3:11].[C:13]1(=[O:24])[O:19][C:17](=O)[C:16]2=[CH:20][CH:21]=[CH:22][CH:23]=[C:15]2[CH2:14]1.[CH3:25][O:26][C:27]1[CH:28]=[C:29]([CH:31]=[CH:32][CH:33]=1)[NH2:30]. (5) Given the product [CH:22]([O:35][C:36]([C:37]1[CH:42]=[CH:41][CH:40]=[CH:39][C:38]=1[N:43]([C:60](=[O:71])[C:61]([O:63][CH2:64][C:65]1[CH:70]=[CH:69][CH:68]=[CH:67][CH:66]=1)=[O:62])[C:44]1[CH:45]=[CH:46][C:47]([CH2:50][C@@H:51]([C:57]([NH:1][CH2:2][CH2:3][CH2:4][CH2:5][O:6][C:7]2[C:8]([C:18]([O:20][CH3:21])=[O:19])=[C:9]([OH:17])[C:10]3[C:15]([CH:16]=2)=[CH:14][CH:13]=[CH:12][CH:11]=3)=[O:58])[NH:52][C:53]([O:55][CH3:56])=[O:54])=[CH:48][CH:49]=1)=[O:72])([C:23]1[CH:24]=[CH:25][CH:26]=[CH:27][CH:28]=1)[C:29]1[CH:30]=[CH:31][CH:32]=[CH:33][CH:34]=1, predict the reactants needed to synthesize it. The reactants are: [NH2:1][CH2:2][CH2:3][CH2:4][CH2:5][O:6][C:7]1[C:8]([C:18]([O:20][CH3:21])=[O:19])=[C:9]([OH:17])[C:10]2[C:15]([CH:16]=1)=[CH:14][CH:13]=[CH:12][CH:11]=2.[CH:22]([O:35][C:36](=[O:72])[C:37]1[CH:42]=[CH:41][CH:40]=[CH:39][C:38]=1[N:43]([C:60](=[O:71])[C:61]([O:63][CH2:64][C:65]1[CH:70]=[CH:69][CH:68]=[CH:67][CH:66]=1)=[O:62])[C:44]1[CH:49]=[CH:48][C:47]([CH2:50][CH:51]([C:57](O)=[O:58])[NH:52][C:53]([O:55][CH3:56])=[O:54])=[CH:46][CH:45]=1)([C:29]1[CH:34]=[CH:33][CH:32]=[CH:31][CH:30]=1)[C:23]1[CH:28]=[CH:27][CH:26]=[CH:25][CH:24]=1.Cl.CN(C)CCCN=C=NCC.ON1C(=O)C2C=CC=CC=2N=N1. (6) Given the product [NH2:1][C:2]1[C:7]([NH2:8])=[CH:6][N:5]=[C:4]([C:11]([NH:13][C:14]2[CH:19]=[C:18]([C:20]([F:23])([F:22])[F:21])[CH:17]=[CH:16][N:15]=2)=[O:12])[CH:3]=1, predict the reactants needed to synthesize it. The reactants are: [NH2:1][C:2]1[C:7]([N+:8]([O-])=O)=[CH:6][N:5]=[C:4]([C:11]([NH:13][C:14]2[CH:19]=[C:18]([C:20]([F:23])([F:22])[F:21])[CH:17]=[CH:16][N:15]=2)=[O:12])[CH:3]=1. (7) Given the product [F:1][C:2]1[C:3]([O:13][CH3:14])=[CH:4][C:5]([CH2:8][CH2:9][CH:10]([CH3:11])[CH3:12])=[C:6]([CH:7]=1)[CH:16]=[O:17], predict the reactants needed to synthesize it. The reactants are: [F:1][C:2]1[CH:7]=[CH:6][C:5]([CH2:8][CH2:9][CH:10]([CH3:12])[CH3:11])=[CH:4][C:3]=1[O:13][CH3:14].Cl[CH:16](Cl)[O:17]C.